Dataset: Reaction yield outcomes from USPTO patents with 853,638 reactions. Task: Predict the reaction yield, written as a fraction of the theoretical maximum amount of product (1.0 means a 100% yield; for example, 0.34 means a 34% yield). (1) The reactants are [CH2:1]([O:3][C:4]([CH:6]1[CH2:11][C:10](=[O:12])[CH:9]=[CH:8][O:7]1)=[O:5])[CH3:2].[H][H]. The catalyst is CCOC(C)=O. The product is [CH2:1]([O:3][C:4]([CH:6]1[CH2:11][C:10](=[O:12])[CH2:9][CH2:8][O:7]1)=[O:5])[CH3:2]. The yield is 0.330. (2) The reactants are [Cl:1][C:2]1[CH:3]=[C:4]2[C:13](=[CH:14][CH:15]=1)[C:12](Cl)=[C:11]1[C:6]([CH2:7][CH2:8][CH2:9][CH2:10]1)=[N:5]2.[NH2:17][CH2:18][CH2:19][CH2:20][NH2:21].C(O)CCCC.C(=O)(O)[O-].[Na+]. No catalyst specified. The product is [Cl:1][C:2]1[CH:3]=[C:4]2[C:13](=[CH:14][CH:15]=1)[C:12]([NH:17][CH2:18][CH2:19][CH2:20][NH2:21])=[C:11]1[C:6]([CH2:7][CH2:8][CH2:9][CH2:10]1)=[N:5]2. The yield is 0.870. (3) The reactants are [CH3:1][C:2]([C:12]1[CH:17]=[CH:16][CH:15]=[CH:14][N:13]=1)([CH3:11])[C@H:3]([C:5]1[CH:10]=[CH:9][CH:8]=[CH:7][CH:6]=1)[NH2:4].[C:18]([OH:25])(=[O:24])/[CH:19]=[CH:20]/[C:21]([OH:23])=[O:22]. The catalyst is CO.C(OCC)C. The product is [C:18]([OH:25])(=[O:24])/[CH:19]=[CH:20]/[C:21]([OH:23])=[O:22].[CH3:11][C:2]([C:12]1[CH:17]=[CH:16][CH:15]=[CH:14][N:13]=1)([CH3:1])[C@H:3]([C:5]1[CH:10]=[CH:9][CH:8]=[CH:7][CH:6]=1)[NH2:4]. The yield is 0.950. (4) The reactants are [C:1]([O:5][C:6]([N:8]([CH2:10][C:11]1[CH:16]=[CH:15][CH:14]=[CH:13][CH:12]=1)[NH2:9])=[O:7])([CH3:4])([CH3:3])[CH3:2].[F:17][C:18]1[CH:23]=[CH:22][CH:21]=[CH:20][C:19]=1B(O)O.C(N(CC)CC)C. The catalyst is ClCCCl.C([O-])(=O)C.[Cu+2].C([O-])(=O)C. The product is [C:1]([O:5][C:6]([N:8]([CH2:10][C:11]1[CH:16]=[CH:15][CH:14]=[CH:13][CH:12]=1)[NH:9][C:19]1[CH:20]=[CH:21][CH:22]=[CH:23][C:18]=1[F:17])=[O:7])([CH3:4])([CH3:2])[CH3:3]. The yield is 0.380. (5) The reactants are OS(O)(=O)=O.O=S(=O)=O.[N+:10]([O-:13])(O)=[O:11].[CH:14]1([C:19]2[NH:23][N:22]([CH3:24])[CH:21]([C:25]([OH:27])=[O:26])[CH:20]=2)[CH2:18][CH2:17][CH2:16][CH2:15]1. No catalyst specified. The product is [CH:14]1([C:19]2[NH:23][N:22]([CH3:24])[CH:21]([C:25]([OH:27])=[O:26])[C:20]=2[N+:10]([O-:13])=[O:11])[CH2:15][CH2:16][CH2:17][CH2:18]1. The yield is 0.580.